From a dataset of Forward reaction prediction with 1.9M reactions from USPTO patents (1976-2016). Predict the product of the given reaction. (1) Given the reactants CC1C=CC(S(O[CH2:12][CH:13]2[CH2:17][C:16]3[CH:18]=[C:19]([CH3:30])[CH:20]=[C:21]([C:22]4[CH:27]=[CH:26][CH:25]=[CH:24][C:23]=4[O:28][CH3:29])[C:15]=3[O:14]2)(=O)=O)=CC=1.[CH3:31][NH2:32], predict the reaction product. The product is: [CH3:29][O:28][C:23]1[CH:24]=[CH:25][CH:26]=[CH:27][C:22]=1[C:21]1[C:15]2[O:14][CH:13]([CH2:12][NH:32][CH3:31])[CH2:17][C:16]=2[CH:18]=[C:19]([CH3:30])[CH:20]=1. (2) The product is: [CH2:28]1[CH2:31][CH:30]([CH2:1][N:2]2[C@@H:12]3[CH2:13][C:14]4[CH:19]=[CH:18][C:17]([OH:20])=[C:16]5[O:21][C@H:6]6[C:7]([CH2:9][CH2:10][C@:11]3([OH:22])[C@:5]6([C:15]=45)[CH2:4][CH2:3]2)=[O:8])[CH2:29]1. Given the reactants [CH3:1][N:2]1[C@@H:12]2[CH2:13][C:14]3[CH:19]=[CH:18][C:17]([OH:20])=[C:16]4[O:21][C@H:6]5[C:7]([CH:9]=[CH:10][C@:11]2([OH:22])[C@:5]5([C:15]=34)[CH2:4][CH2:3]1)=[O:8].C(=O)([O-])O.[Na+].[CH:28]1(CBr)[CH2:31][CH2:30][CH2:29]1, predict the reaction product. (3) Given the reactants [F:1][C:2]1[CH:3]=[C:4]2[C:8](=[CH:9][CH:10]=1)[NH:7][CH:6]=[C:5]2[N+:11]([O-:13])=[O:12].O[CH:15]1[CH2:19][CH2:18][O:17][CH2:16]1, predict the reaction product. The product is: [F:1][C:2]1[CH:3]=[C:4]2[C:8](=[CH:9][CH:10]=1)[N:7]([CH:15]1[CH2:19][CH2:18][O:17][CH2:16]1)[CH:6]=[C:5]2[N+:11]([O-:13])=[O:12]. (4) Given the reactants CN(C(ON1N=NC2C=CC=NC1=2)=[N+](C)C)C.F[P-](F)(F)(F)(F)F.[N:25]1([C:31]2[N:36]=[CH:35][CH:34]=[CH:33][N:32]=2)[CH2:30][CH2:29][NH:28][CH2:27][CH2:26]1.[CH3:37][O:38][C:39]1[CH:40]=[CH:41][C:42]2[NH:46][C:45](=[O:47])[N:44]([CH2:48][C@H:49]3[CH2:54][CH2:53][C@H:52]([C:55](O)=[O:56])[CH2:51][CH2:50]3)[C:43]=2[CH:58]=1, predict the reaction product. The product is: [CH3:37][O:38][C:39]1[CH:40]=[CH:41][C:42]2[NH:46][C:45](=[O:47])[N:44]([CH2:48][C@H:49]3[CH2:54][CH2:53][C@H:52]([C:55]([N:28]4[CH2:29][CH2:30][N:25]([C:31]5[N:32]=[CH:33][CH:34]=[CH:35][N:36]=5)[CH2:26][CH2:27]4)=[O:56])[CH2:51][CH2:50]3)[C:43]=2[CH:58]=1. (5) Given the reactants Cl[C:2]1[N:10]=[C:9]2[C:5]([N:6]=[C:7]([CH2:12][N:13]3[CH2:18][CH2:17][CH:16]([C:19]([OH:22])([CH3:21])[CH3:20])[CH2:15][CH2:14]3)[N:8]2[CH3:11])=[C:4]([N:23]2[CH2:28][CH2:27][O:26][CH2:25][CH2:24]2)[N:3]=1.[CH3:29][N:30]1[C:38](=[O:39])[C:37]2[C:32](=[CH:33][CH:34]=[CH:35][CH:36]=2)[NH:31]1, predict the reaction product. The product is: [OH:22][C:19]([CH:16]1[CH2:17][CH2:18][N:13]([CH2:12][C:7]2[N:8]([CH3:11])[C:9]3[C:5]([N:6]=2)=[C:4]([N:23]2[CH2:24][CH2:25][O:26][CH2:27][CH2:28]2)[N:3]=[C:2]([N:31]2[C:32]4[C:37](=[CH:36][CH:35]=[CH:34][CH:33]=4)[C:38](=[O:39])[N:30]2[CH3:29])[N:10]=3)[CH2:14][CH2:15]1)([CH3:20])[CH3:21]. (6) Given the reactants [N:1]1([C:7]2[CH:12]=[CH:11][C:10]([N+:13]([O-])=O)=[CH:9][C:8]=2[C:16]#[C:17][C:18]2[CH:19]=[C:20]([NH:24][C:25](=[O:31])[O:26][C:27]([CH3:30])([CH3:29])[CH3:28])[CH:21]=[CH:22][CH:23]=2)[CH2:6][CH2:5][O:4][CH2:3][CH2:2]1, predict the reaction product. The product is: [NH2:13][C:10]1[CH:11]=[CH:12][C:7]([N:1]2[CH2:2][CH2:3][O:4][CH2:5][CH2:6]2)=[C:8]([CH2:16][CH2:17][C:18]2[CH:19]=[C:20]([NH:24][C:25](=[O:31])[O:26][C:27]([CH3:30])([CH3:29])[CH3:28])[CH:21]=[CH:22][CH:23]=2)[CH:9]=1. (7) Given the reactants [CH2:1]([O:3][C:4]1[CH:5]=[C:6]([CH:25]=[C:26]([O:29][CH2:30][CH3:31])[C:27]=1[F:28])[CH2:7][N:8]1[CH2:13][CH2:12][CH:11]([NH:14][C:15]2[O:16][C:17]3[C:18](=[C:20]([NH2:24])[CH:21]=[CH:22][CH:23]=3)[N:19]=2)[CH2:10][CH2:9]1)[CH3:2].[CH3:32][O:33][CH2:34][C:35](Cl)=[O:36], predict the reaction product. The product is: [CH2:1]([O:3][C:4]1[CH:5]=[C:6]([CH:25]=[C:26]([O:29][CH2:30][CH3:31])[C:27]=1[F:28])[CH2:7][N:8]1[CH2:13][CH2:12][CH:11]([NH:14][C:15]2[O:16][C:17]3[CH:23]=[CH:22][CH:21]=[C:20]([NH:24][C:35](=[O:36])[CH2:34][O:33][CH3:32])[C:18]=3[N:19]=2)[CH2:10][CH2:9]1)[CH3:2].